This data is from Full USPTO retrosynthesis dataset with 1.9M reactions from patents (1976-2016). The task is: Predict the reactants needed to synthesize the given product. Given the product [C:34]([N:31]1[CH2:32][CH2:33][N:28]([CH2:27][CH2:26][N:23]2[C:16]3[N:17]=[C:18]([NH:21][CH3:22])[N:19]=[CH:20][C:15]=3[CH:14]=[C:13]([C:3]3[C:4]([Cl:12])=[C:5]([O:10][CH3:11])[CH:6]=[C:7]([O:8][CH3:9])[C:2]=3[Cl:1])[C:24]2=[O:25])[CH2:29][CH2:30]1)(=[O:37])[CH:35]=[CH2:36], predict the reactants needed to synthesize it. The reactants are: [Cl:1][C:2]1[C:7]([O:8][CH3:9])=[CH:6][C:5]([O:10][CH3:11])=[C:4]([Cl:12])[C:3]=1[C:13]1[C:24](=[O:25])[N:23]([CH2:26][CH2:27][N:28]2[CH2:33][CH2:32][NH:31][CH2:30][CH2:29]2)[C:16]2[N:17]=[C:18]([NH:21][CH3:22])[N:19]=[CH:20][C:15]=2[CH:14]=1.[C:34](O)(=[O:37])[CH:35]=[CH2:36].CN(C(ON1N=NC2C=CC=NC1=2)=[N+](C)C)C.F[P-](F)(F)(F)(F)F.